The task is: Predict which catalyst facilitates the given reaction.. This data is from Catalyst prediction with 721,799 reactions and 888 catalyst types from USPTO. Reactant: CC(OC(/N=N/C(OC(C)(C)C)=O)=O)(C)C.[Cl:17][C:18]1[C:27]2[C:22](=[CH:23][C:24]([O:29][CH3:30])=[C:25]([OH:28])[CH:26]=2)[N:21]=[CH:20][N:19]=1.O[CH:32]1[CH2:37][CH2:36][CH2:35][CH2:34][N:33]1[C:38]([O:40][C:41]([CH3:44])([CH3:43])[CH3:42])=[O:39].C1(P(C2C=CC=CC=2)C2C=CC=CC=2)C=CC=CC=1. Product: [Cl:17][C:18]1[C:27]2[C:22](=[CH:23][C:24]([O:29][CH3:30])=[C:25]([O:28][CH:36]3[CH2:35][CH2:34][N:33]([C:38]([O:40][C:41]([CH3:44])([CH3:43])[CH3:42])=[O:39])[CH2:32][CH2:37]3)[CH:26]=2)[N:21]=[CH:20][N:19]=1. The catalyst class is: 2.